Dataset: NCI-60 drug combinations with 297,098 pairs across 59 cell lines. Task: Regression. Given two drug SMILES strings and cell line genomic features, predict the synergy score measuring deviation from expected non-interaction effect. (1) Drug 2: C1=NC2=C(N1)C(=S)N=CN2. Synergy scores: CSS=45.8, Synergy_ZIP=-4.19, Synergy_Bliss=0.330, Synergy_Loewe=-5.05, Synergy_HSA=5.21. Drug 1: C1=NC(=NC(=O)N1C2C(C(C(O2)CO)O)O)N. Cell line: BT-549. (2) Drug 1: C1=NC2=C(N=C(N=C2N1C3C(C(C(O3)CO)O)O)F)N. Drug 2: CN(C(=O)NC(C=O)C(C(C(CO)O)O)O)N=O. Cell line: MOLT-4. Synergy scores: CSS=59.5, Synergy_ZIP=-1.98, Synergy_Bliss=-4.58, Synergy_Loewe=-48.7, Synergy_HSA=-4.37. (3) Drug 1: CC1C(C(CC(O1)OC2CC(OC(C2O)C)OC3=CC4=CC5=C(C(=O)C(C(C5)C(C(=O)C(C(C)O)O)OC)OC6CC(C(C(O6)C)O)OC7CC(C(C(O7)C)O)OC8CC(C(C(O8)C)O)(C)O)C(=C4C(=C3C)O)O)O)O. Drug 2: C(CCl)NC(=O)N(CCCl)N=O. Cell line: EKVX. Synergy scores: CSS=15.6, Synergy_ZIP=-1.39, Synergy_Bliss=-1.09, Synergy_Loewe=-20.4, Synergy_HSA=-0.781. (4) Drug 1: CCC1(CC2CC(C3=C(CCN(C2)C1)C4=CC=CC=C4N3)(C5=C(C=C6C(=C5)C78CCN9C7C(C=CC9)(C(C(C8N6C)(C(=O)OC)O)OC(=O)C)CC)OC)C(=O)OC)O.OS(=O)(=O)O. Drug 2: C(CCl)NC(=O)N(CCCl)N=O. Cell line: OVCAR3. Synergy scores: CSS=3.78, Synergy_ZIP=1.89, Synergy_Bliss=-4.79, Synergy_Loewe=-9.20, Synergy_HSA=-6.33. (5) Drug 1: C1=NC2=C(N=C(N=C2N1C3C(C(C(O3)CO)O)O)F)N. Drug 2: CCC1(C2=C(COC1=O)C(=O)N3CC4=CC5=C(C=CC(=C5CN(C)C)O)N=C4C3=C2)O.Cl. Cell line: BT-549. Synergy scores: CSS=35.2, Synergy_ZIP=-11.4, Synergy_Bliss=-3.95, Synergy_Loewe=0.0303, Synergy_HSA=2.03. (6) Drug 1: CN1CCC(CC1)COC2=C(C=C3C(=C2)N=CN=C3NC4=C(C=C(C=C4)Br)F)OC. Drug 2: C1=CN(C(=O)N=C1N)C2C(C(C(O2)CO)O)O.Cl. Cell line: IGROV1. Synergy scores: CSS=54.8, Synergy_ZIP=-4.11, Synergy_Bliss=-1.59, Synergy_Loewe=-5.53, Synergy_HSA=0.809.